This data is from Reaction yield outcomes from USPTO patents with 853,638 reactions. The task is: Predict the reaction yield, written as a fraction of the theoretical maximum amount of product (1.0 means a 100% yield; for example, 0.34 means a 34% yield). The reactants are [OH-].[Li+].[CH:3]1([C@H:9]([NH:14][C:15]([C:17]2[CH:22]=[CH:21][C:20]([N+:23]([O-:25])=[O:24])=[CH:19][C:18]=2[NH:26][C:27]([NH:29][C:30]2[C:35]([CH3:36])=[CH:34][C:33]([CH3:37])=[CH:32][C:31]=2[CH3:38])=[O:28])=[O:16])[C:10]([O:12]C)=[O:11])[CH2:8][CH2:7][CH2:6][CH2:5][CH2:4]1.CO.O. The catalyst is C1COCC1. The product is [CH:3]1([C@H:9]([NH:14][C:15]([C:17]2[CH:22]=[CH:21][C:20]([N+:23]([O-:25])=[O:24])=[CH:19][C:18]=2[NH:26][C:27]([NH:29][C:30]2[C:35]([CH3:36])=[CH:34][C:33]([CH3:37])=[CH:32][C:31]=2[CH3:38])=[O:28])=[O:16])[C:10]([OH:12])=[O:11])[CH2:4][CH2:5][CH2:6][CH2:7][CH2:8]1. The yield is 0.580.